Dataset: Peptide-MHC class I binding affinity with 185,985 pairs from IEDB/IMGT. Task: Regression. Given a peptide amino acid sequence and an MHC pseudo amino acid sequence, predict their binding affinity value. This is MHC class I binding data. (1) The peptide sequence is SLVSKHWELT. The MHC is HLA-A68:02 with pseudo-sequence HLA-A68:02. The binding affinity (normalized) is 0.104. (2) The peptide sequence is ILRKATRRL. The MHC is HLA-B08:02 with pseudo-sequence HLA-B08:02. The binding affinity (normalized) is 0.0847. (3) The peptide sequence is YHSNVKEL. The MHC is HLA-B53:01 with pseudo-sequence HLA-B53:01. The binding affinity (normalized) is 0. (4) The binding affinity (normalized) is 0.348. The MHC is HLA-A11:01 with pseudo-sequence HLA-A11:01. The peptide sequence is SMQGAVDINR.